Regression. Given a target protein amino acid sequence and a drug SMILES string, predict the binding affinity score between them. We predict pIC50 (pIC50 = -log10(IC50 in M); higher means more potent). Dataset: bindingdb_ic50. From a dataset of Drug-target binding data from BindingDB using IC50 measurements. (1) The small molecule is Cc1cccc(C2=N[C@H](NC(=O)[C@H](CCC(F)(F)F)[C@H](CCC(F)(F)F)C(N)=O)C(=O)Nc3c(Cl)cccc32)c1. The target protein (Q9UM47) has sequence MGPGARGRRRRRRPMSPPPPPPPVRALPLLLLLAGPGAAAPPCLDGSPCANGGRCTQLPSREAACLCPPGWVGERCQLEDPCHSGPCAGRGVCQSSVVAGTARFSCRCPRGFRGPDCSLPDPCLSSPCAHGARCSVGPDGRFLCSCPPGYQGRSCRSDVDECRVGEPCRHGGTCLNTPGSFRCQCPAGYTGPLCENPAVPCAPSPCRNGGTCRQSGDLTYDCACLPGFEGQNCEVNVDDCPGHRCLNGGTCVDGVNTYNCQCPPEWTGQFCTEDVDECQLQPNACHNGGTCFNTLGGHSCVCVNGWTGESCSQNIDDCATAVCFHGATCHDRVASFYCACPMGKTGLLCHLDDACVSNPCHEDAICDTNPVNGRAICTCPPGFTGGACDQDVDECSIGANPCEHLGRCVNTQGSFLCQCGRGYTGPRCETDVNECLSGPCRNQATCLDRIGQFTCICMAGFTGTYCEVDIDECQSSPCVNGGVCKDRVNGFSCTCPSGFS.... The pIC50 is 8.1. (2) The drug is C=C1/C(=C\C=C\C2CCC3(C)C(CCC3C(C)CCCC(C)(C)O)C2)C[C@@H](C)C[C@@H]1C. The target protein (P04276) has sequence MKRVLVLLLALAFGHALERGRDYEKDKVCQELSTLGKDDFRSLSLILYSRKFPSSTFEQVSQLVKEVVSLTEECCAEGADPNCYDTRTSELSIKSCESDAPFPVHPGTSECCTKEGLERKLCMAALSHQPQEFPAYVEPTNDEICEAFRKDPKGFADQFLFEYSSNYGQAPLPLLVGYTKSYLSMVGSCCTSAKPTVCFLKERLQMKQLLLLTTMSNRVCSQYAAYGKEKSRMSHLIKLAQKVPTANLEDVLPLAEDLTEILSRCCKSTSEDCMARELPEHTLKICGNLSKKNSKFEECCYETTPMGIFMCSYFMPTAEPLQLPAIKLPTSKDLCGQSATQAMDQYTFELSRRTQVPEVFLSKVLDTTLKTLRECCDTQDSVSCFSTQSPLMKRQLTSFIEKGQEMCADYSENTFTEYKKKLAERLRTKMPNASPEELADMVAKHSDFASKCCSINSPPRYCSSQIDAEMRDILQS. The pIC50 is 7.4. (3) The drug is O=C(O)c1cc(C(=O)O)cc(-c2ccc(CC3SC(=S)N(c4ccc5c(c4)OCO5)C3=O)o2)c1. The target protein sequence is MADRNLRDLLAPWVPDAPSRALREMTLDSRVAAAGDLFVAVVGHQADGRRYIPQAIAQGVAAIIAEAKDEATDGEIREMHGVPVIYLSQLNERLSALAGRFYHEPSDNLRLVGVTGTNGKTTTTQLLAQWSQLLGETSAVMGTVGNGLLGKVIPTENTTGSAVDVQHELAGLVDQGATFCAMEVSSHGLVQHRVAALKFAASVFTNLSRDHLDYHGDMEHYEAAKWLLYSEHHCGQAIINADDEVGRRWLAKLPDAVAVSMEDHINPNCHGRWLKATEVNYHDSGATIRFSSSWGDGEIESHLMGAFNVSNLLLALATLLALGYPLADLLKTAARLQPVCGRMEVFTAPGKPTVVVDYAHTPDALEKALQAARLHCAGKLWCVFGCGGDRDKGKRPLMGAIAEEFADVAVVTDDNPRTEEPRAIINDILAGMLDAGHAKVMEGRAEAVTCAVMQAKENDVVLVAGKGHEDYQIVGNQRLDYSDRVTVARLLGVIA. The pIC50 is 4.5. (4) The compound is CN1CCN=C1NCCCC(c1ccccc1)c1ccccc1. The target protein (P22002) has sequence MIRAFAQPSTPPYQPLSSCLSEDTERKFKGKVVHEAQLNCFYISPGGSNYGSPRPAHANMNANAAAGLAPEHIPTPGAALSWLAAIDAARQAKLMGSAGNATISTVSSTQRKRQQYGKPKKQGGTTATRPPRALLCLTLKNPIRRACISIVEWKPFEIIILLTIFANCVALAIYIPFPEDDSNATNSNLERVEYLFLIIFTVEAFLKVIAYGLLFHPNAYLRNGWNLLDFIIVVVGLFSAILEQATKADGANALGGKGAGFDVKALRAFRVLRPLRLVSGVPSLQVVLNSIIKAMVPLLHIALLVLFVIIIYAIIGLELFMGKMHKTCYNQEGIIDVPAEEDPSPCALETGHGRQCQNGTVCKPGWDGPKHGITNFDNFAFAMLTVFQCITMEGWTDVLYWMQDAMGYELPWVYFVSLVIFGSFFVLNLVLGVLSGEFSKEREKAKARGDFQKLREKQQLEEDLKGYLDWITQAEDIDPENEDEGMDEDKPRNMSMPTSE.... The pIC50 is 6.0. (5) The pIC50 is 3.3. The drug is CO[C@]12C(=O)CC[C@@]1(CBr)C2[C@@]1(C)O[C@@H]1CC=C(C)C. The target protein sequence is MIYGKDGKYPVGEILEYNNYNLSGQSLVEKKEREKLSIDYYEDLRKAAECHRQVRKHMQAFIKPGKKMIDIAQETERKTKELILAEKLKCGWGFPTGCSLNHCAAHYTPNYGDETVLKYDDVCKLDFGVHVNGYIIDCAFTIAFNEKYDNLIKATQDGTNTGIKEAGIDARMCDIGEAIQEAIESYEIELNQKIYPIKAISNLRGHSINKYIIHGGKCVPIVRQKEKNEIMEEGELFAIETFASTGKGYVNHENECSHYMRNPEKQFVPIRLNSAKTLLKVINDNFDTLPFCNRWLDDLGQTRHFMALKTLIDLNIVEPYPPLCDIKNSFTSQMEHTILLRPTCKEVLSRGPDF. (6) The small molecule is Cc1ccc2c(c1)C(=O)c1nc3ccccc3c(=O)n1-2. The target protein (Q6ZQW0) has sequence MLHFHYYDTSNKIMEPHRPNVKTAVPLSLESYHISEEYGFLLPDSLKELPDHYRPWMEIANKLPQLIDAHQLQAHVDKMPLLSCQFLKGHREQRLAHLVLSFLTMGYVWQEGEAQPAEVLPRNLALPFVEVSRNLGLPPILVHSDLVLTNWTKKDPDGFLEIGNLETIISFPGGESLHGFILVTALVEKEAVPGIKALVQATNAILQPNQEALLQALQRLRLSIQDITKTLGQMHDYVDPDIFYAGIRIFLSGWKDNPAMPAGLMYEGVSQEPLKYSGGSAAQSTVLHAFDEFLGIRHSKESGDFLYRMRDYMPPSHKAFIEDIHSAPSLRDYILSSGQDHLLTAYNQCVQALAELRSYHITMVTKYLITAAAKAKHGKPNHLPGPPQALKDRGTGGTAVMSFLKSVRDKTLESILHPRG. The pIC50 is 4.5. (7) The drug is COc1cc(CNC(=O)CCCC/C=C/C(C)C)ccc1O. The target protein (Q8R4D5) has sequence MSFEGARLSMRSRRNGTMGSTRTLYSSVSRSTDVSYSDSDLVNFIQANFKKRECVFFTRDSKAMENICKCGYAQSQHIEGTQINQNEKWNYKKHTKEFPTDAFGDIQFETLGKKGKYLRLSCDTDSETLYELLTQHWHLKTPNLVISVTGGAKNFALKPRMRKIFSRLIYIAQSKGAWILTGGTHYGLMKYIGEVVRDNTISRNSEENIVAIGIAAWGMVSNRDTLIRSCDDEGHFSAQYIMDDFTRDPLYILDNNHTHLLLVDNGCHGHPTVEAKLRNQLEKYISERTSQDSNYGGKIPIVCFAQGGGRETLKAINTSVKSKIPCVVVEGSGQIADVIASLVEVEDVLTSSMVKEKLVRFLPRTVSRLPEEEIESWIKWLKEILESSHLLTVIKMEEAGDEIVSNAISYALYKAFSTNEQDKDNWNGQLKLLLEWNQLDLASDEIFTNDRRWESADLQEVMFTALIKDRPKFVRLFLENGLNLQKFLTNEVLTELFSTH.... The pIC50 is 4.0.